Task: Predict the product of the given reaction.. Dataset: Forward reaction prediction with 1.9M reactions from USPTO patents (1976-2016) (1) Given the reactants [CH3:1][C:2]12[C:14]3[C:6](=[CH:7][C:8]([NH:15][C:16]([C:18]4[S:22][C:21]([C:23]([O:25]C)=[O:24])=[CH:20][CH:19]=4)=[O:17])=[CH:9][C:10]=3[CH2:11][CH2:12][CH2:13]1)[CH2:5][CH2:4][CH2:3]2.[OH-].[Na+].Cl, predict the reaction product. The product is: [CH3:1][C:2]12[C:14]3[C:6](=[CH:7][C:8]([NH:15][C:16]([C:18]4[S:22][C:21]([C:23]([OH:25])=[O:24])=[CH:20][CH:19]=4)=[O:17])=[CH:9][C:10]=3[CH2:11][CH2:12][CH2:13]1)[CH2:5][CH2:4][CH2:3]2. (2) Given the reactants [C:1](Cl)(=[O:8])[C:2]1[CH:7]=[CH:6][CH:5]=[CH:4][CH:3]=1.[NH2:10][OH:11].Cl, predict the reaction product. The product is: [OH:11][NH:10][C:1](=[O:8])[CH2:2][CH2:3][CH2:4][CH2:5][CH2:6][CH2:7][C:1]([CH:2]1[CH2:7][CH2:6][CH2:5][CH2:4][CH2:3]1)=[O:8]. (3) Given the reactants [CH:1]1[C:14]2[C:15]3=[C:16]4[C:11](=[CH:12][CH:13]=2)[CH:10]=[CH:9][CH:8]=[C:7]4[CH:6]=[CH:5][C:4]3=[CH:3][CH:2]=1.CO[C:19]1[CH:27]=[C:26](OC)[CH:25]=[CH:24][C:20]=1[C:21](Cl)=[O:22].[Cl-].[Al+3].[Cl-].[Cl-].Cl, predict the reaction product. The product is: [C:8]1([C:21]([C:20]2[C:19]3[C:27]4=[C:15]5[C:14](=[CH:13][CH:12]=3)[CH:1]=[CH:2][CH:3]=[C:4]5[CH:5]=[CH:6][C:26]4=[CH:25][CH:24]=2)=[O:22])[C:7]2[C:16]3=[C:15]4[C:4](=[CH:5][CH:6]=2)[CH:3]=[CH:2][CH:1]=[C:14]4[CH:13]=[CH:12][C:11]3=[CH:10][CH:9]=1. (4) Given the reactants C([CH:8]([NH2:32])[CH2:9][O:10][C:11]1[CH:16]=[CH:15][C:14]([CH2:17][CH2:18][C:19](=[O:29])[CH2:20][C:21]([C:23]2[CH:28]=[CH:27][CH:26]=[CH:25][CH:24]=2)=[O:22])=[CH:13][C:12]=1[O:30][CH3:31])(OC(C)(C)C)=O.[ClH:33].C(OCC)C, predict the reaction product. The product is: [ClH:33].[NH2:32][CH2:8][CH2:9][O:10][C:11]1[CH:16]=[CH:15][C:14]([CH2:17][CH2:18][C:19](=[O:29])[CH2:20][C:21]([C:23]2[CH:24]=[CH:25][CH:26]=[CH:27][CH:28]=2)=[O:22])=[CH:13][C:12]=1[O:30][CH3:31]. (5) Given the reactants [CH2:1]([OH:12])[CH2:2][CH2:3][CH2:4][CH2:5][CH2:6][CH2:7][CH2:8][CH2:9][CH:10]=[CH2:11].CC(C)([O-])C.[K+].[F:19][C:20]1[C:27]([F:28])=[C:26]([F:29])[C:25]([F:30])=[C:24]([F:31])[C:21]=1[CH2:22]Br, predict the reaction product. The product is: [F:19][C:20]1[C:21]([CH2:22][O:12][CH2:1][CH2:2][CH2:3][CH2:4][CH2:5][CH2:6][CH2:7][CH2:8][CH2:9][CH:10]=[CH2:11])=[C:24]([F:31])[C:25]([F:30])=[C:26]([F:29])[C:27]=1[F:28].